Dataset: NCI-60 drug combinations with 297,098 pairs across 59 cell lines. Task: Regression. Given two drug SMILES strings and cell line genomic features, predict the synergy score measuring deviation from expected non-interaction effect. (1) Drug 1: CC1=C2C(C(=O)C3(C(CC4C(C3C(C(C2(C)C)(CC1OC(=O)C(C(C5=CC=CC=C5)NC(=O)OC(C)(C)C)O)O)OC(=O)C6=CC=CC=C6)(CO4)OC(=O)C)OC)C)OC. Drug 2: C(CN)CNCCSP(=O)(O)O. Cell line: HT29. Synergy scores: CSS=33.5, Synergy_ZIP=-2.83, Synergy_Bliss=-9.84, Synergy_Loewe=-37.4, Synergy_HSA=-9.69. (2) Drug 1: CNC(=O)C1=CC=CC=C1SC2=CC3=C(C=C2)C(=NN3)C=CC4=CC=CC=N4. Drug 2: COCCOC1=C(C=C2C(=C1)C(=NC=N2)NC3=CC=CC(=C3)C#C)OCCOC.Cl. Cell line: HCC-2998. Synergy scores: CSS=-2.57, Synergy_ZIP=0.739, Synergy_Bliss=-2.26, Synergy_Loewe=-8.04, Synergy_HSA=-5.83. (3) Drug 1: CC1CCC2CC(C(=CC=CC=CC(CC(C(=O)C(C(C(=CC(C(=O)CC(OC(=O)C3CCCCN3C(=O)C(=O)C1(O2)O)C(C)CC4CCC(C(C4)OC)O)C)C)O)OC)C)C)C)OC. Drug 2: C(CCl)NC(=O)N(CCCl)N=O. Cell line: HCT-15. Synergy scores: CSS=25.1, Synergy_ZIP=-4.21, Synergy_Bliss=3.22, Synergy_Loewe=-2.12, Synergy_HSA=-0.505. (4) Drug 1: C1CCC(C1)C(CC#N)N2C=C(C=N2)C3=C4C=CNC4=NC=N3. Drug 2: CC1=C(C(CCC1)(C)C)C=CC(=CC=CC(=CC(=O)O)C)C. Cell line: OVCAR-8. Synergy scores: CSS=-6.78, Synergy_ZIP=1.40, Synergy_Bliss=-1.61, Synergy_Loewe=-2.36, Synergy_HSA=-3.50.